Task: Predict the reactants needed to synthesize the given product.. Dataset: Full USPTO retrosynthesis dataset with 1.9M reactions from patents (1976-2016) (1) Given the product [NH2:1][C:2]1[C:3]([C:10]([NH:12][C:13]2[CH:14]=[N:15][CH:16]=[CH:17][C:18]=2[C@@H:19]2[CH2:24][CH2:23][CH2:22][C@H:21]([NH2:25])[CH2:20]2)=[O:11])=[N:4][C:5]([C:38]2[C:37]([F:36])=[CH:42][CH:41]=[CH:40][C:39]=2[F:43])=[C:6]([F:8])[CH:7]=1, predict the reactants needed to synthesize it. The reactants are: [NH2:1][C:2]1[C:3]([C:10]([NH:12][C:13]2[CH:14]=[N:15][CH:16]=[CH:17][C:18]=2[C@@H:19]2[CH2:24][CH2:23][CH2:22][C@H:21]([N:25]3C(=O)C4C(=CC=CC=4)C3=O)[CH2:20]2)=[O:11])=[N:4][C:5](Br)=[C:6]([F:8])[CH:7]=1.[F:36][C:37]1[CH:42]=[CH:41][CH:40]=[C:39]([F:43])[C:38]=1B(O)O.C(N(CC)CC)C. (2) Given the product [CH3:47][O:48][C:49]([C:51]1[N:52]([CH2:69][C:70]2[CH:75]=[CH:74][C:73]([C:76]([O:78][C:79]([CH3:82])([CH3:81])[CH3:80])=[O:77])=[CH:72][CH:71]=2)[C:53](=[O:68])[C:54]2[C:59]([C:60]=1[C:61]1[CH:66]=[CH:65][CH:64]=[CH:63][CH:62]=1)=[CH:58][C:57]([NH:90][CH2:83][C:84]1[CH:89]=[CH:88][CH:87]=[CH:86][CH:85]=1)=[CH:56][CH:55]=2)=[O:50], predict the reactants needed to synthesize it. The reactants are: C1(P(C2C=CC=CC=2)C2C=CC3C(=CC=CC=3)C=2C2C3C(=CC=CC=3)C=CC=2P(C2C=CC=CC=2)C2C=CC=CC=2)C=CC=CC=1.[CH3:47][O:48][C:49]([C:51]1[N:52]([CH2:69][C:70]2[CH:75]=[CH:74][C:73]([C:76]([O:78][C:79]([CH3:82])([CH3:81])[CH3:80])=[O:77])=[CH:72][CH:71]=2)[C:53](=[O:68])[C:54]2[C:59]([C:60]=1[C:61]1[CH:66]=[CH:65][CH:64]=[CH:63][CH:62]=1)=[CH:58][C:57](Br)=[CH:56][CH:55]=2)=[O:50].[CH2:83]([NH2:90])[C:84]1[CH:89]=[CH:88][CH:87]=[CH:86][CH:85]=1.CC(C)([O-])C.[Na+]. (3) The reactants are: [CH3:1][C:2]1[S:3][CH:4]=[C:5]([C:7]([O:9][CH2:10][CH3:11])=[O:8])[N:6]=1.C1C(=O)N([Br:19])C(=O)C1.C([O-])(O)=O.[Na+]. Given the product [Br:19][C:4]1[S:3][C:2]([CH3:1])=[N:6][C:5]=1[C:7]([O:9][CH2:10][CH3:11])=[O:8], predict the reactants needed to synthesize it. (4) Given the product [CH3:24][CH:22]([CH3:23])[C:21]([NH:20][C:16]1[CH:17]=[CH:18][CH:19]=[C:14]([CH:11]2[CH2:12][CH2:13][N:8]([CH2:7][CH2:6][CH2:5][CH2:4][CH2:3][CH2:2][NH:1][C:37]([NH:36][C:26]3[C:35]4[C:30](=[CH:31][CH:32]=[CH:33][CH:34]=4)[CH:29]=[CH:28][CH:27]=3)=[O:38])[CH2:9][CH2:10]2)[CH:15]=1)=[O:25], predict the reactants needed to synthesize it. The reactants are: [NH2:1][CH2:2][CH2:3][CH2:4][CH2:5][CH2:6][CH2:7][N:8]1[CH2:13][CH2:12][CH:11]([C:14]2[CH:15]=[C:16]([NH:20][C:21](=[O:25])[CH:22]([CH3:24])[CH3:23])[CH:17]=[CH:18][CH:19]=2)[CH2:10][CH2:9]1.[C:26]1([N:36]=[C:37]=[O:38])[C:35]2[C:30](=[CH:31][CH:32]=[CH:33][CH:34]=2)[CH:29]=[CH:28][CH:27]=1. (5) Given the product [CH3:10][O:9][C:6]1[CH:5]=[CH:4][C:3]([C:2]([F:11])([F:12])[F:1])=[CH:8][C:7]=1[B:24]([OH:29])[OH:25], predict the reactants needed to synthesize it. The reactants are: [F:1][C:2]([F:12])([F:11])[C:3]1[CH:8]=[CH:7][C:6]([O:9][CH3:10])=[CH:5][CH:4]=1.[Li]CCCC.CCCCCC.[B:24](OC(C)C)([O:29]C(C)C)[O:25]C(C)C.Cl. (6) Given the product [CH3:3][O:4][C:5]([C:7]1([CH2:22][CH3:23])[CH:11]([O:12][CH3:24])[C:10](=[O:13])[N:9]([C:14]2[C:19]([CH3:20])=[CH:18][CH:17]=[CH:16][C:15]=2[CH3:21])[CH2:8]1)=[O:6], predict the reactants needed to synthesize it. The reactants are: [H-].[Na+].[CH3:3][O:4][C:5]([C:7]1([CH2:22][CH3:23])[CH:11]([OH:12])[C:10](=[O:13])[N:9]([C:14]2[C:19]([CH3:20])=[CH:18][CH:17]=[CH:16][C:15]=2[CH3:21])[CH2:8]1)=[O:6].[CH3:24]I.[NH4+].[Cl-].